Dataset: Tyrosyl-DNA phosphodiesterase HTS with 341,365 compounds. Task: Binary Classification. Given a drug SMILES string, predict its activity (active/inactive) in a high-throughput screening assay against a specified biological target. (1) The drug is O1C(C(=O)N(CC(=O)NCCCN2CCN(CC2)Cc2ccccc2)c2c1ccc(c2)C)CC. The result is 0 (inactive). (2) The compound is Clc1c(S(=O)(=O)N2CCN(CC2)CC(=O)Nc2cc3OCCOc3cc2)cc(Cl)cc1. The result is 0 (inactive). (3) The molecule is O1CCN(CC1)c1nc(NC(C)(C)C)nc(n1)NCc1cccnc1. The result is 0 (inactive). (4) The compound is S(=O)(=O)(NCc1ccccc1)c1cc(C(OCC(=O)NCC2OCCC2)=O)ccc1. The result is 0 (inactive). (5) The molecule is O=C1CC(CC(NCC(O)=O)=C1C(=O)CCCN1C(=O)c2c(C1=O)cccc2)(C)C. The result is 0 (inactive). (6) The compound is S(=O)(=O)(CCC(NC(=O)C)C(=O)Nc1cc2OCOc2cc1)C. The result is 0 (inactive).